This data is from Full USPTO retrosynthesis dataset with 1.9M reactions from patents (1976-2016). The task is: Predict the reactants needed to synthesize the given product. (1) Given the product [C:1]1(=[O:16])[C:13]2[C:5]([C:6]3[C:11]([CH:12]=2)=[CH:10][CH:9]=[CH:8][CH:7]=3)=[CH:4][CH:3]=[CH:2]1.[CH:1]1[C:13]2[CH2:12][C:11]3[C:6](=[CH:7][CH:8]=[CH:9][CH:10]=3)[C:5]=2[CH:4]=[CH:3][CH:2]=1, predict the reactants needed to synthesize it. The reactants are: [CH:1]1[C:13]2[CH2:12][C:11]3[C:6](=[CH:7][CH:8]=[CH:9][CH:10]=3)[C:5]=2[CH:4]=[CH:3][CH:2]=1.C(ON1C(=O)N(OC(=O)C)C(=O)N(OC(=O)C)C1=O)(=[O:16])C.O=O. (2) Given the product [C:11]1([C@H:24]([NH:21][C:2]2[C:3]3[CH:10]=[C:9]([C:11]4[CH:18]=[CH:17][C:14]([C:15]#[N:16])=[CH:13][CH:12]=4)[NH:8][C:4]=3[N:5]=[CH:6][N:7]=2)[CH3:25])[CH:18]=[CH:17][CH:14]=[CH:13][CH:12]=1, predict the reactants needed to synthesize it. The reactants are: Cl[C:2]1[C:3]2[CH:10]=[C:9]([C:11]3[CH:18]=[CH:17][C:14]([C:15]#[N:16])=[CH:13][CH:12]=3)[NH:8][C:4]=2[N:5]=[CH:6][N:7]=1.C([N:21]([CH2:24][CH3:25])CC)C. (3) Given the product [CH2:24]([C:17]1[CH:18]=[CH:19][CH:20]=[C:21]([CH2:22][CH3:23])[C:16]=1[C:14]1[N:13]([CH2:26][CH3:27])[C:12]([CH2:28][N:29]2[CH2:34][CH2:33][CH2:32][CH2:31][CH:30]2[C:35]2[CH:44]=[CH:43][C:38]3[O:39][CH2:40][CH2:41][O:42][C:37]=3[CH:36]=2)=[C:11]([C:3]2[CH:2]=[N:1][CH:6]=[CH:5][CH:4]=2)[N:15]=1)[CH3:25], predict the reactants needed to synthesize it. The reactants are: [N:1]1[CH:6]=[CH:5][CH:4]=[C:3](B(O)O)[CH:2]=1.Br[C:11]1[N:15]=[C:14]([C:16]2[C:21]([CH2:22][CH3:23])=[CH:20][CH:19]=[CH:18][C:17]=2[CH2:24][CH3:25])[N:13]([CH2:26][CH3:27])[C:12]=1[CH2:28][N:29]1[CH2:34][CH2:33][CH2:32][CH2:31][CH:30]1[C:35]1[CH:44]=[CH:43][C:38]2[O:39][CH2:40][CH2:41][O:42][C:37]=2[CH:36]=1. (4) The reactants are: [N:1]([CH2:4][CH:5]([C:7]1[CH:12]=[CH:11][CH:10]=[CH:9][C:8]=1[Cl:13])[OH:6])=[N+]=[N-].C1(P(C2C=CC=CC=2)C2C=CC=CC=2)C=CC=CC=1.O. Given the product [ClH:13].[NH2:1][CH2:4][CH:5]([C:7]1[CH:12]=[CH:11][CH:10]=[CH:9][C:8]=1[Cl:13])[OH:6], predict the reactants needed to synthesize it. (5) Given the product [C:11]([O:10][CH:7]([CH2:6][N:1]1[CH2:5][CH2:4][CH2:3][CH2:2]1)[CH2:8][O:9][C:11](=[O:30])[CH2:12][CH2:13][CH2:14][CH2:15][CH2:16][CH2:17][CH2:18]/[CH:19]=[CH:20]\[CH2:21]/[CH:22]=[CH:23]\[CH2:24][CH2:25][CH2:26][CH2:27][CH3:28])(=[O:30])[CH2:12][CH2:13][CH2:14][CH2:15][CH2:16][CH2:17][CH2:18]/[CH:19]=[CH:20]\[CH2:21]/[CH:22]=[CH:23]\[CH2:24][CH2:25][CH2:39][CH2:38][CH3:37], predict the reactants needed to synthesize it. The reactants are: [N:1]1([CH2:6][CH:7]([OH:10])[CH2:8][OH:9])[CH2:5][CH2:4][CH2:3][CH2:2]1.[C:11]([OH:30])(=O)[CH2:12][CH2:13][CH2:14][CH2:15][CH2:16][CH2:17][CH2:18]/[CH:19]=[CH:20]\[CH2:21]/[CH:22]=[CH:23]\[CH2:24][CH2:25][CH2:26][CH2:27][CH3:28].Cl.C(N=C=N[CH2:37][CH2:38][CH2:39]N(C)C)C. (6) Given the product [CH3:17][S:13]([C:3]1[CH:10]=[CH:9][C:6]([CH2:7][OH:8])=[CH:5][CH:4]=1)(=[O:15])=[O:12], predict the reactants needed to synthesize it. The reactants are: CS[C:3]1[CH:10]=[CH:9][C:6]([CH2:7][OH:8])=[CH:5][CH:4]=1.O[O:12][S:13]([O-:15])=O.[K+].[CH3:17]O.